This data is from Forward reaction prediction with 1.9M reactions from USPTO patents (1976-2016). The task is: Predict the product of the given reaction. (1) Given the reactants [OH:1][N:2]=[C:3]1[CH:7]=[CH:6][S:5][C:4]1=[C:8]([C:11]1[CH:16]=[CH:15][CH:14]=[CH:13][C:12]=1[CH3:17])[C:9]#[N:10].[CH3:18][C:19]1[CH:24]=[CH:23][C:22]([S:25]([O:28][C:29]2[CH:34]=[CH:33][C:32]([S:35](Cl)(=[O:37])=[O:36])=[CH:31][CH:30]=2)(=[O:27])=[O:26])=[CH:21][CH:20]=1.C(N(CC)CC)C.O, predict the reaction product. The product is: [CH3:18][C:19]1[CH:24]=[CH:23][C:22]([S:25]([O:28][C:29]2[CH:34]=[CH:33][C:32]([S:35]([O:1][N:2]=[C:3]3[CH:7]=[CH:6][S:5][C:4]3=[C:8]([C:11]3[CH:16]=[CH:15][CH:14]=[CH:13][C:12]=3[CH3:17])[C:9]#[N:10])(=[O:37])=[O:36])=[CH:31][CH:30]=2)(=[O:27])=[O:26])=[CH:21][CH:20]=1. (2) Given the reactants [H-].[Na+].[CH3:3][C:4]1[NH:5][CH:6]=[CH:7][N:8]=1.Br[CH2:10][CH:11]1[CH2:16][CH2:15][N:14]([C:17]([O:19][C:20]([CH3:23])([CH3:22])[CH3:21])=[O:18])[CH2:13][CH2:12]1, predict the reaction product. The product is: [CH3:3][C:4]1[N:5]([CH2:10][CH:11]2[CH2:16][CH2:15][N:14]([C:17]([O:19][C:20]([CH3:21])([CH3:23])[CH3:22])=[O:18])[CH2:13][CH2:12]2)[CH:6]=[CH:7][N:8]=1. (3) Given the reactants [CH3:1][O:2][C:3]1[C:4](=[O:23])[C:5]([CH3:22])=[C:6]([CH2:12][C:13]2[CH:14]=[C:15]([CH:19]=[CH:20][CH:21]=2)[C:16]([OH:18])=O)[C:7](=[O:11])[C:8]=1[O:9][CH3:10].[CH:24]([NH2:27])([CH3:26])[CH3:25].Cl.C(N=C=NCCCN(C)C)C, predict the reaction product. The product is: [CH3:1][O:2][C:3]1[C:4](=[O:23])[C:5]([CH3:22])=[C:6]([CH2:12][C:13]2[CH:14]=[C:15]([CH:19]=[CH:20][CH:21]=2)[C:16]([NH:27][CH:24]([CH3:26])[CH3:25])=[O:18])[C:7](=[O:11])[C:8]=1[O:9][CH3:10]. (4) Given the reactants C([O-])([O-])=O.[K+].[K+].Cl[C:8]1[CH:13]=[CH:12][C:11]([CH2:14][Cl:15])=[CH:10][N:9]=1.C1OCCOCCOCCOCCOCCOC1.[CH2:34]([O:36][C:37]([C:39]1[C:47]2[C:42](=[CH:43][CH:44]=[C:45]([OH:48])[CH:46]=2)[N:41]([C:49]2[CH:54]=[CH:53][C:52]([O:55][C:56]([F:59])([F:58])[F:57])=[CH:51][CH:50]=2)[C:40]=1[CH2:60][C:61]([O:63][CH2:64][CH3:65])=[O:62])=[O:38])[CH3:35], predict the reaction product. The product is: [CH2:34]([O:36][C:37]([C:39]1[C:47]2[C:42](=[CH:43][CH:44]=[C:45]([O:48][C:8]3[CH:13]=[CH:12][C:11]([CH2:14][Cl:15])=[CH:10][N:9]=3)[CH:46]=2)[N:41]([C:49]2[CH:50]=[CH:51][C:52]([O:55][C:56]([F:59])([F:57])[F:58])=[CH:53][CH:54]=2)[C:40]=1[CH2:60][C:61]([O:63][CH2:64][CH3:65])=[O:62])=[O:38])[CH3:35].